Dataset: TCR-epitope binding with 47,182 pairs between 192 epitopes and 23,139 TCRs. Task: Binary Classification. Given a T-cell receptor sequence (or CDR3 region) and an epitope sequence, predict whether binding occurs between them. The epitope is SFHSLHLLF. The TCR CDR3 sequence is CSARDINRGSYEQYF. Result: 0 (the TCR does not bind to the epitope).